From a dataset of Full USPTO retrosynthesis dataset with 1.9M reactions from patents (1976-2016). Predict the reactants needed to synthesize the given product. (1) Given the product [Cl:14][C:15]1[CH:16]=[N+:17]([O-:23])[CH:18]=[C:19]([Cl:22])[C:20]=1[S:21][C:2]1[S:6][C:5]([C:7](=[O:9])[CH3:8])=[CH:4][C:3]=1[N+:10]([O-:12])=[O:11], predict the reactants needed to synthesize it. The reactants are: Cl[C:2]1[S:6][C:5]([C:7](=[O:9])[CH3:8])=[CH:4][C:3]=1[N+:10]([O-:12])=[O:11].[Na].[Cl:14][C:15]1[CH:16]=[N+:17]([O-:23])[CH:18]=[C:19]([Cl:22])[C:20]=1[SH:21].C(=O)([O-])[O-].[K+].[K+]. (2) Given the product [NH2:23][C:12]1[N:11]([C:5]2[CH:6]=[CH:7][C:8]([O:9][CH3:10])=[C:3]([O:2][CH3:1])[CH:4]=2)[C:24](=[O:27])[CH:25]=[CH:26][C:13]=1[C:14](=[O:15])[C:16]1[CH:17]=[CH:18][C:19]([F:22])=[CH:20][CH:21]=1, predict the reactants needed to synthesize it. The reactants are: [CH3:1][O:2][C:3]1[CH:4]=[C:5]([NH:11][C:12](=[NH:23])[CH2:13][C:14]([C:16]2[CH:21]=[CH:20][C:19]([F:22])=[CH:18][CH:17]=2)=[O:15])[CH:6]=[CH:7][C:8]=1[O:9][CH3:10].[C:24](OC)(=[O:27])[C:25]#[CH:26].C(OCC)C.C1CCCCC1.